From a dataset of Forward reaction prediction with 1.9M reactions from USPTO patents (1976-2016). Predict the product of the given reaction. (1) Given the reactants [C:1]([C:3]1[CH:4]=[C:5]([NH:9][C:10](=[O:13])[CH2:11][CH3:12])[CH:6]=[CH:7][CH:8]=1)#[N:2].[CH2:14](Br)[C:15]1[CH:20]=[CH:19][CH:18]=[CH:17][CH:16]=1, predict the reaction product. The product is: [CH2:14]([N:9]([C:5]1[CH:6]=[CH:7][CH:8]=[C:3]([C:1]#[N:2])[CH:4]=1)[C:10](=[O:13])[CH2:11][CH3:12])[C:15]1[CH:20]=[CH:19][CH:18]=[CH:17][CH:16]=1. (2) Given the reactants [O:1]1[CH2:6][CH2:5][CH:4]([N:7]2[CH2:12][CH2:11][CH:10]([NH:13]C(=O)OC(C)(C)C)[CH2:9][CH2:8]2)[CH2:3][CH2:2]1.[ClH:21], predict the reaction product. The product is: [ClH:21].[ClH:21].[O:1]1[CH2:2][CH2:3][CH:4]([N:7]2[CH2:12][CH2:11][CH:10]([NH2:13])[CH2:9][CH2:8]2)[CH2:5][CH2:6]1.